From a dataset of Full USPTO retrosynthesis dataset with 1.9M reactions from patents (1976-2016). Predict the reactants needed to synthesize the given product. (1) Given the product [CH3:34][O:33][C:27]([C:28]1[CH:1]([C:3]2[CH:10]=[CH:9][C:6]([C:7]#[N:8])=[CH:5][C:4]=2[O:11][CH3:12])[NH:24][C:22](=[S:23])[N:21]([C:17]2[CH:18]=[CH:19][CH:20]=[C:15]([C:14]([F:13])([F:25])[F:26])[CH:16]=2)[C:29]=1[CH3:31])=[O:32], predict the reactants needed to synthesize it. The reactants are: [CH:1]([C:3]1[CH:10]=[CH:9][C:6]([C:7]#[N:8])=[CH:5][C:4]=1[O:11][CH3:12])=O.[F:13][C:14]([F:26])([F:25])[C:15]1[CH:16]=[C:17]([NH:21][C:22]([NH2:24])=[S:23])[CH:18]=[CH:19][CH:20]=1.[C:27]([O:33][CH3:34])(=[O:32])[CH2:28][C:29]([CH3:31])=O. (2) Given the product [CH2:16]1[C:15]2[CH:14]=[CH:13][CH:12]=[C:11]([O:10][C:7]3[CH:8]=[CH:9][C:4]([NH2:1])=[CH:5][CH:6]=3)[C:19]=2[CH2:18][O:17]1, predict the reactants needed to synthesize it. The reactants are: [N+:1]([C:4]1[CH:9]=[CH:8][C:7]([O:10][C:11]2[C:19]3[CH2:18][O:17][CH2:16][C:15]=3[CH:14]=[CH:13][CH:12]=2)=[CH:6][CH:5]=1)([O-])=O.O.NN. (3) Given the product [CH3:1][O:2][CH2:3][O:4][C:5]1[CH:10]=[C:9]([CH3:11])[C:8]([C:17]2[CH:26]=[CH:25][CH:24]=[C:19]([C:20]([O:22][CH3:23])=[O:21])[C:18]=2[CH3:27])=[C:7]([CH3:15])[CH:6]=1, predict the reactants needed to synthesize it. The reactants are: [CH3:1][O:2][CH2:3][O:4][C:5]1[CH:10]=[C:9]([CH3:11])[C:8](B(O)O)=[C:7]([CH3:15])[CH:6]=1.Br[C:17]1[C:18]([CH3:27])=[C:19]([CH:24]=[CH:25][CH:26]=1)[C:20]([O:22][CH3:23])=[O:21].P([O-])([O-])([O-])=O.[K+].[K+].[K+].C1(C)C=CC=CC=1. (4) Given the product [CH3:1][N:2]1[CH:6]=[C:5]([C:7]2[CH:8]=[CH:9][N:10]=[CH:11][CH:12]=2)[C:4]([C:13]2[CH:18]=[CH:17][C:16]([O:19][CH2:27][C:28]3[S:29][C:30]4[CH:36]=[CH:35][CH:34]=[CH:33][C:31]=4[N:32]=3)=[CH:15][CH:14]=2)=[N:3]1, predict the reactants needed to synthesize it. The reactants are: [CH3:1][N:2]1[CH:6]=[C:5]([C:7]2[CH:12]=[CH:11][N:10]=[CH:9][CH:8]=2)[C:4]([C:13]2[CH:18]=[CH:17][C:16]([OH:19])=[CH:15][CH:14]=2)=[N:3]1.C(=O)([O-])[O-].[Cs+].[Cs+].Br[CH2:27][C:28]1[S:29][C:30]2[CH:36]=[CH:35][CH:34]=[CH:33][C:31]=2[N:32]=1.O. (5) Given the product [N:1]1[C:9]2[C:4](=[N:5][CH:6]=[CH:7][CH:8]=2)[N:3]([CH2:10][C:11]2[CH:22]=[CH:21][C:14]3[N:15]=[C:16]([NH:46][C@H:47]([CH:50]4[CH2:55][CH2:54][CH2:53][CH2:52][CH2:51]4)[CH2:48][OH:49])[S:17][C:13]=3[CH:12]=2)[CH:2]=1, predict the reactants needed to synthesize it. The reactants are: [N:1]1[C:9]2[C:4](=[N:5][CH:6]=[CH:7][CH:8]=2)[N:3]([CH2:10][C:11]2[CH:22]=[CH:21][C:14]3[N:15]=[C:16](S(C)=O)[S:17][C:13]=3[CH:12]=2)[CH:2]=1.N1C2C(=NC=CC=2)N(CC2C=CC3N=C(S(C)(=O)=O)SC=3C=2)C=1.[NH2:46][C@H:47]([CH:50]1[CH2:55][CH2:54][CH2:53][CH2:52][CH2:51]1)[CH2:48][OH:49].CCN(C(C)C)C(C)C. (6) Given the product [NH:36]1[C:32]2=[N:33][CH:34]=[CH:35][C:30]([NH:1][C@H:2]([C:5]3[N:14]([C:15]4[CH:20]=[CH:19][CH:18]=[C:17]([O:21][CH2:22][C:23]([F:26])([F:24])[F:25])[CH:16]=4)[C:13](=[O:27])[C:12]4[C:7](=[CH:8][CH:9]=[CH:10][C:11]=4[F:28])[N:6]=3)[CH2:3][CH3:4])=[C:31]2[CH:38]=[CH:37]1, predict the reactants needed to synthesize it. The reactants are: [NH2:1][C@H:2]([C:5]1[N:14]([C:15]2[CH:20]=[CH:19][CH:18]=[C:17]([O:21][CH2:22][C:23]([F:26])([F:25])[F:24])[CH:16]=2)[C:13](=[O:27])[C:12]2[C:7](=[CH:8][CH:9]=[CH:10][C:11]=2[F:28])[N:6]=1)[CH2:3][CH3:4].Cl[C:30]1[CH:35]=[CH:34][N:33]=[C:32]2[NH:36][CH:37]=[CH:38][C:31]=12.C(N(C(C)C)CC)(C)C. (7) The reactants are: C(N(CC)CC)C.[NH2:8][C:9]1[C:10]([O:29][CH3:30])=[C:11]([NH:19][S:20]([CH:23]2[CH2:28][CH2:27][CH2:26][CH2:25][CH2:24]2)(=[O:22])=[O:21])[CH:12]=[C:13]([C:15]([CH3:18])([CH3:17])[CH3:16])[CH:14]=1.C1([O:37][C:38](=O)[NH:39][C:40]2[C:49]3[C:44](=[CH:45][CH:46]=[CH:47][CH:48]=3)[C:43]([O:50][C:51]3[CH:56]=[CH:55][N:54]=[C:53]([NH:57][C:58]4[CH:63]=[C:62]([O:64][CH2:65][CH2:66][O:67][CH2:68][CH2:69][O:70][CH2:71][CH2:72][O:73][CH3:74])[CH:61]=[C:60]([O:75][CH3:76])[CH:59]=4)[N:52]=3)=[CH:42][CH:41]=2)C=CC=CC=1. Given the product [C:15]([C:13]1[CH:14]=[C:9]([NH:8][C:38]([NH:39][C:40]2[C:49]3[C:44](=[CH:45][CH:46]=[CH:47][CH:48]=3)[C:43]([O:50][C:51]3[CH:56]=[CH:55][N:54]=[C:53]([NH:57][C:58]4[CH:63]=[C:62]([O:64][CH2:65][CH2:66][O:67][CH2:68][CH2:69][O:70][CH2:71][CH2:72][O:73][CH3:74])[CH:61]=[C:60]([O:75][CH3:76])[CH:59]=4)[N:52]=3)=[CH:42][CH:41]=2)=[O:37])[C:10]([O:29][CH3:30])=[C:11]([NH:19][S:20]([CH:23]2[CH2:24][CH2:25][CH2:26][CH2:27][CH2:28]2)(=[O:22])=[O:21])[CH:12]=1)([CH3:18])([CH3:17])[CH3:16], predict the reactants needed to synthesize it. (8) Given the product [CH3:1][O:2][C:3]1[CH:35]=[CH:34][C:6]([CH2:7][C@H:8]([CH:31]([CH3:33])[CH3:32])[CH2:9][C@H:10]([NH2:28])[C@@H:11]([OH:27])[CH2:12][C@@H:13]([CH:24]([CH3:25])[CH3:26])[C:14]([NH:16][CH2:17][C:18]([CH3:22])([CH3:23])[C:19]([NH2:21])=[O:20])=[O:15])=[CH:5][C:4]=1[O:36][CH2:37][CH2:38][CH2:39][O:40][CH3:41], predict the reactants needed to synthesize it. The reactants are: [CH3:1][O:2][C:3]1[CH:35]=[CH:34][C:6]([CH2:7][C@H:8]([CH:31]([CH3:33])[CH3:32])[CH2:9][C@H:10]([N:28]=[N+]=[N-])[C@@H:11]([OH:27])[CH2:12][C@@H:13]([CH:24]([CH3:26])[CH3:25])[C:14]([NH:16][CH2:17][C:18]([CH3:23])([CH3:22])[C:19]([NH2:21])=[O:20])=[O:15])=[CH:5][C:4]=1[O:36][CH2:37][CH2:38][CH2:39][O:40][CH3:41].[H][H]. (9) The reactants are: [C:1]([NH2:4])(=[S:3])[CH3:2].[Br:5][CH2:6][C:7]1[CH:16]=[CH:15][C:14]2[C:9](=[CH:10][CH:11]=[CH:12][CH:13]=2)[CH:8]=1. Given the product [BrH:5].[CH:8]1[C:9]2[C:14](=[CH:13][CH:12]=[CH:11][CH:10]=2)[CH:15]=[CH:16][C:7]=1[CH2:6][S:3][C:1](=[NH:4])[CH3:2], predict the reactants needed to synthesize it. (10) Given the product [CH:9]([C:6]1[CH:7]=[CH:8][N:4]([CH2:3][C:15]([CH2:14][CH2:13][C:12]([F:11])([F:20])[F:21])([C:16]#[N:17])[C:18]#[N:19])[N:5]=1)=[O:10], predict the reactants needed to synthesize it. The reactants are: Cl.Cl[CH2:3][N:4]1[CH:8]=[CH:7][C:6]([CH:9]=[O:10])=[N:5]1.[F:11][C:12]([F:21])([F:20])[CH2:13][CH2:14][CH:15]([C:18]#[N:19])[C:16]#[N:17].C(=O)([O-])[O-].[K+].[K+].O.